The task is: Predict the product of the given reaction.. This data is from Forward reaction prediction with 1.9M reactions from USPTO patents (1976-2016). (1) Given the reactants [Br:1][C:2]1[CH:7]=[CH:6][CH:5]=[CH:4][C:3]=1[CH2:8][CH2:9][C:10]#[N:11].B, predict the reaction product. The product is: [Br:1][C:2]1[CH:7]=[CH:6][CH:5]=[CH:4][C:3]=1[CH2:8][CH2:9][CH2:10][NH2:11]. (2) Given the reactants C(OC([N:8]1[CH2:12][C@@H:11]([N:13]([CH2:26][C:27]2[CH:32]=[C:31]([C:33]([F:36])([F:35])[F:34])[CH:30]=[C:29]([C:37]([F:40])([F:39])[F:38])[CH:28]=2)[C:14]2[N:19]=[CH:18][C:17]([C:20]3[CH:21]=[N:22][N:23]([CH3:25])[CH:24]=3)=[CH:16][N:15]=2)[CH2:10][C@H:9]1[CH2:41][CH3:42])=O)(C)(C)C.FC(F)(F)C(O)=O, predict the reaction product. The product is: [F:39][C:37]([F:38])([F:40])[C:29]1[CH:28]=[C:27]([CH:32]=[C:31]([C:33]([F:36])([F:35])[F:34])[CH:30]=1)[CH2:26][N:13]([C@H:11]1[CH2:10][C@@H:9]([CH2:41][CH3:42])[NH:8][CH2:12]1)[C:14]1[N:15]=[CH:16][C:17]([C:20]2[CH:21]=[N:22][N:23]([CH3:25])[CH:24]=2)=[CH:18][N:19]=1.